Dataset: Forward reaction prediction with 1.9M reactions from USPTO patents (1976-2016). Task: Predict the product of the given reaction. (1) Given the reactants [CH:1]([C:3]1[CH:4]=[C:5]([N:9]2[C:13]([C:14]([NH:16][CH2:17][C:18]3[CH:23]=[CH:22][CH:21]=[CH:20][C:19]=3[O:24][CH3:25])=[O:15])=[CH:12][C:11]([C:26]([F:29])([F:28])[F:27])=[N:10]2)[CH:6]=[CH:7][CH:8]=1)=[O:2].[CH3:30][Mg]Br, predict the reaction product. The product is: [OH:2][CH:1]([C:3]1[CH:4]=[C:5]([N:9]2[C:13]([C:14]([NH:16][CH2:17][C:18]3[CH:23]=[CH:22][CH:21]=[CH:20][C:19]=3[O:24][CH3:25])=[O:15])=[CH:12][C:11]([C:26]([F:28])([F:29])[F:27])=[N:10]2)[CH:6]=[CH:7][CH:8]=1)[CH3:30]. (2) Given the reactants [NH2:1][CH2:2][CH2:3][CH2:4][N:5]1[C:9]2=[N:10][CH:11]=[CH:12][C:13]([CH2:14][CH2:15][C:16]3[CH:21]=[CH:20][C:19]([O:22][C:23](=[O:28])[C:24]([CH3:27])([CH3:26])[CH3:25])=[CH:18][CH:17]=3)=[C:8]2[C:7]([O:29][C@@H:30]2[O:56][C@H:55]([CH2:57][O:58][C:59](=[O:64])[C:60]([CH3:63])([CH3:62])[CH3:61])[C@@H:47]([O:48][C:49](=[O:54])[C:50]([CH3:53])([CH3:52])[CH3:51])[C@H:39]([O:40][C:41](=[O:46])[C:42]([CH3:45])([CH3:44])[CH3:43])[C@H:31]2[O:32][C:33](=[O:38])[C:34]([CH3:37])([CH3:36])[CH3:35])=[N:6]1.[CH2:65]([O:72][CH:73]([N:77]=[C:78]=O)C(O)=O)[C:66]1[CH:71]=[CH:70][CH:69]=[CH:68][CH:67]=1.[OH:80]N1C2C=CC=CC=2N=N1.Cl.C(N=C=NCCCN(C)C)C.Cl.CN(C)[CH:105]=[O:106], predict the reaction product. The product is: [CH2:65]([O:72][C:73]([NH:77][CH2:78][C:105]([NH:1][CH2:2][CH2:3][CH2:4][N:5]1[C:9]2=[N:10][CH:11]=[CH:12][C:13]([CH2:14][CH2:15][C:16]3[CH:17]=[CH:18][C:19]([O:22][C:23](=[O:28])[C:24]([CH3:27])([CH3:26])[CH3:25])=[CH:20][CH:21]=3)=[C:8]2[C:7]([O:29][C@@H:30]2[O:56][C@H:55]([CH2:57][O:58][C:59](=[O:64])[C:60]([CH3:63])([CH3:62])[CH3:61])[C@@H:47]([O:48][C:49](=[O:54])[C:50]([CH3:53])([CH3:52])[CH3:51])[C@H:39]([O:40][C:41](=[O:46])[C:42]([CH3:43])([CH3:44])[CH3:45])[C@H:31]2[O:32][C:33](=[O:38])[C:34]([CH3:37])([CH3:35])[CH3:36])=[N:6]1)=[O:106])=[O:80])[C:66]1[CH:67]=[CH:68][CH:69]=[CH:70][CH:71]=1. (3) Given the reactants [Br:1][C:2]1[CH:10]=[CH:9][CH:8]=[C:7]2[C:3]=1[C:4]([C:20]1[CH:25]=[C:24]([F:26])[C:23]([F:27])=[CH:22][C:21]=1O)([CH2:18][OH:19])[C:5](=[O:17])[N:6]2[CH2:11][C:12]([O:14][CH2:15][CH3:16])=[O:13].OC1C=C2C(CCC2)=CC=1C1(CO)C2C(=CC=CC=2)N(CC(OCC)=O)C1=O, predict the reaction product. The product is: [Br:1][C:2]1[CH:10]=[CH:9][CH:8]=[C:7]2[C:3]=1[C:4]1([C:20]3[CH:25]=[C:24]([F:26])[C:23]([F:27])=[CH:22][C:21]=3[O:19][CH2:18]1)[C:5](=[O:17])[N:6]2[CH2:11][C:12]([O:14][CH2:15][CH3:16])=[O:13]. (4) Given the reactants [Br:1][C:2]1[CH:3]=[C:4]([OH:8])[CH:5]=[N:6][CH:7]=1.[C:9]([O:13][C:14]([N:16]1[CH2:19][CH2:18][C@H:17]1[CH2:20]O)=[O:15])([CH3:12])([CH3:11])[CH3:10].C1C(COC(/N=N\C(OCC2C=CC(Cl)=CC=2)=O)=O)=CC=C(Cl)C=1.C1(P(C2C=CC=CC=2)C2C=CC=CC=2)C=CC=CC=1, predict the reaction product. The product is: [C:9]([O:13][C:14]([N:16]1[CH2:19][CH2:18][C@H:17]1[CH2:20][O:8][C:4]1[CH:5]=[N:6][CH:7]=[C:2]([Br:1])[CH:3]=1)=[O:15])([CH3:12])([CH3:10])[CH3:11]. (5) The product is: [Cl:16][C:17]1[CH:22]=[C:21]([F:23])[CH:20]=[CH:19][C:18]=1[C:2]1[C:9]([O:10][CH2:11][CH3:12])=[CH:8][C:5]([CH:6]=[O:7])=[CH:4][C:3]=1[O:13][CH2:14][CH3:15]. Given the reactants Br[C:2]1[C:9]([O:10][CH2:11][CH3:12])=[CH:8][C:5]([CH:6]=[O:7])=[CH:4][C:3]=1[O:13][CH2:14][CH3:15].[Cl:16][C:17]1[CH:22]=[C:21]([F:23])[CH:20]=[CH:19][C:18]=1B(O)O.P([O-])([O-])([O-])=O.[K+].[K+].[K+].CN(C=O)C, predict the reaction product. (6) Given the reactants [O:1]1[CH2:6][CH2:5][CH:4]([OH:7])[CH2:3][CH2:2]1.N1C=CN=C1.[CH3:13][Si:14](Cl)([CH3:16])[CH3:15], predict the reaction product. The product is: [CH3:13][Si:14]([CH3:16])([CH3:15])[O:7][CH:4]1[CH2:5][CH2:6][O:1][CH2:2][CH2:3]1.